From a dataset of Full USPTO retrosynthesis dataset with 1.9M reactions from patents (1976-2016). Predict the reactants needed to synthesize the given product. (1) Given the product [Cl:1][C:2]1[CH:3]=[C:4]([C:12]2[O:16][N:15]=[C:14]([C:17]3[CH:18]=[C:19]4[C:23](=[CH:24][CH:25]=3)[N:22]([CH3:33])[C:21]([CH2:26][CH2:27][C:28]([O:30][CH3:31])=[O:29])=[CH:20]4)[N:13]=2)[CH:5]=[N:6][C:7]=1[O:8][CH:9]([CH3:11])[CH3:10], predict the reactants needed to synthesize it. The reactants are: [Cl:1][C:2]1[CH:3]=[C:4]([C:12]2[O:16][N:15]=[C:14]([C:17]3[CH:18]=[C:19]4[C:23](=[CH:24][CH:25]=3)[NH:22][C:21]([CH2:26][CH2:27][C:28]([O:30][CH2:31]C)=[O:29])=[CH:20]4)[N:13]=2)[CH:5]=[N:6][C:7]=1[O:8][CH:9]([CH3:11])[CH3:10].[C:33](=O)(OC)OC.C1N2CCN(CC2)C1. (2) Given the product [CH3:55][O:56][NH:15][C:14]1[C:13]2[N:12]=[CH:11][N:10]([C:19]=2[N:18]=[CH:17][N:16]=1)[C@:2]1([C:34]([C:33]2[CH:48]=[CH:49][CH:50]=[CH:51][CH:32]=2)([C:35]2[CH:36]=[CH:37][CH:38]=[CH:39][CH:40]=2)[C:41]2[CH:46]=[CH:45][CH:44]=[CH:43][CH:42]=2)[O:9][C@H:6]([CH2:7][OH:8])[C@@H:4]([OH:5])[CH2:3]1, predict the reactants needed to synthesize it. The reactants are: O.[C@@H:2]1([N:10]2[C:19]3[N:18]=[CH:17][N:16]=[C:14]([NH2:15])[C:13]=3[N:12]=[CH:11]2)[O:9][C@H:6]([CH2:7][OH:8])[C@@H:4]([OH:5])[CH2:3]1.O.C[Si](C)(C)N[Si](C)(C)C.CO[C:32]1[CH:51]=[CH:50][CH:49]=[CH:48][C:33]=1[C:34](Cl)([C:41]1[CH:46]=[CH:45][CH:44]=[CH:43][CH:42]=1)[C:35]1[CH:40]=[CH:39][CH:38]=[CH:37][CH:36]=1.CN1CC[O:56][CH2:55]C1. (3) Given the product [CH2:7]([OH:8])[CH2:2][CH3:3].[Cl:1][C:2]1[CH:3]=[C:4]([C:12]2[N:16]=[C:15]([C:17]3[CH:22]=[CH:21][C:20]([C:23]([NH:26][CH2:27][CH2:28][C:29]([OH:31])=[O:30])([CH3:25])[CH3:24])=[CH:19][CH:18]=3)[O:14][N:13]=2)[CH:5]=[CH:6][C:7]=1[O:8][CH:9]([CH3:11])[CH3:10], predict the reactants needed to synthesize it. The reactants are: [Cl:1][C:2]1[CH:3]=[C:4]([C:12]2[N:16]=[C:15]([C:17]3[CH:22]=[CH:21][C:20]([C:23]([NH:26][CH2:27][CH2:28][C:29]([OH:31])=[O:30])([CH3:25])[CH3:24])=[CH:19][CH:18]=3)[O:14][N:13]=2)[CH:5]=[CH:6][C:7]=1[O:8][CH:9]([CH3:11])[CH3:10]. (4) Given the product [Cl:27][C:21]1[C:22]([Cl:26])=[CH:23][CH:24]=[CH:25][C:20]=1[NH:19][C:5]1[C:4]2[C:9](=[CH:10][C:11]([O:12][CH3:13])=[C:2]([N:38]3[CH2:39][CH2:40][N:35]([CH3:34])[CH2:36][CH2:37]3)[CH:3]=2)[N:8]=[CH:7][C:6]=1[C:14]([O:16][CH2:17][CH3:18])=[O:15], predict the reactants needed to synthesize it. The reactants are: Br[C:2]1[CH:3]=[C:4]2[C:9](=[CH:10][C:11]=1[O:12][CH3:13])[N:8]=[CH:7][C:6]([C:14]([O:16][CH2:17][CH3:18])=[O:15])=[C:5]2[NH:19][C:20]1[CH:25]=[CH:24][CH:23]=[C:22]([Cl:26])[C:21]=1[Cl:27].C([O-])([O-])=O.[Cs+].[Cs+].[CH3:34][N:35]1[CH2:40][CH2:39][NH:38][CH2:37][CH2:36]1.